The task is: Predict the product of the given reaction.. This data is from Forward reaction prediction with 1.9M reactions from USPTO patents (1976-2016). The product is: [NH:32]1[C:1]([CH2:3][CH:4]2[CH2:5][CH2:6][N:7]([C:10]3[CH:15]=[CH:14][C:13]([N:16]4[CH2:20][C@H:19]([CH2:21][NH:22][C:23](=[O:25])[CH3:24])[O:18][C:17]4=[O:26])=[CH:12][C:11]=3[F:27])[CH2:8][CH2:9]2)=[N:2][N:34]=[N:33]1. Given the reactants [C:1]([CH2:3][CH:4]1[CH2:9][CH2:8][N:7]([C:10]2[CH:15]=[CH:14][C:13]([N:16]3[CH2:20][CH:19]([CH2:21][NH:22][C:23](=[O:25])[CH3:24])[O:18][C:17]3=[O:26])=[CH:12][C:11]=2[F:27])[CH2:6][CH2:5]1)#[N:2].C[Si]([N:32]=[N+:33]=[N-:34])(C)C.C([Sn](=O)CCCC)CCC, predict the reaction product.